This data is from Reaction yield outcomes from USPTO patents with 853,638 reactions. The task is: Predict the reaction yield, written as a fraction of the theoretical maximum amount of product (1.0 means a 100% yield; for example, 0.34 means a 34% yield). The reactants are [CH3:1][Si]([N-][Si](C)(C)C)(C)C.[K+].C(OP(C[C:20]1[CH:25]=[CH:24][CH:23]=[CH:22][C:21]=1[C:26]([F:29])([F:28])[F:27])(=O)OCC)C.[CH2:30]([N:37]1[CH2:42][CH2:41][O:40][CH:39]([C:43]([C:45]2[CH:50]=[CH:49][CH:48]=[CH:47][CH:46]=2)=O)[CH2:38]1)[C:31]1[CH:36]=[CH:35][CH:34]=[CH:33][CH:32]=1. The catalyst is O1CCCC1. The product is [CH2:30]([N:37]1[CH2:42][CH2:41][O:40][CH:39]([CH:43]=[C:45]([C:50]2[CH:49]=[CH:48][CH:47]=[CH:46][CH:1]=2)[C:20]2[CH:25]=[CH:24][CH:23]=[CH:22][C:21]=2[C:26]([F:27])([F:29])[F:28])[CH2:38]1)[C:31]1[CH:32]=[CH:33][CH:34]=[CH:35][CH:36]=1. The yield is 0.610.